Predict the product of the given reaction. From a dataset of Forward reaction prediction with 1.9M reactions from USPTO patents (1976-2016). Given the reactants C(O)C.[CH2:4]([O:6][C:7](=[O:11])[CH2:8][C:9]#[N:10])[CH3:5].[OH-:12].[Na+].Cl.[NH2:15]O, predict the reaction product. The product is: [CH2:4]([O:6][C:7](=[O:11])[CH2:8][C:9](=[NH:15])[NH:10][OH:12])[CH3:5].